Dataset: Full USPTO retrosynthesis dataset with 1.9M reactions from patents (1976-2016). Task: Predict the reactants needed to synthesize the given product. (1) Given the product [F:30][C:27]([F:28])([F:29])[C:75]([OH:77])=[O:76].[F:31][C:22]1[CH:21]=[C:20]([C@:10]2([NH:9][C:7]([C:4]3[N:3]([CH3:32])[CH:2]=[N:6][CH:5]=3)=[O:8])[C:15]3=[N:16][CH:17]=[CH:18][CH:19]=[C:14]3[O:13][CH2:12][CH2:11]2)[CH:25]=[CH:24][C:23]=1[O:26][C:27]([F:28])([F:29])[F:30], predict the reactants needed to synthesize it. The reactants are: Br[C:2]1[N:3]([CH3:32])[C:4]([C:7]([NH:9][C@@:10]2([C:20]3[CH:25]=[CH:24][C:23]([O:26][C:27]([F:30])([F:29])[F:28])=[C:22]([F:31])[CH:21]=3)[C:15]3=[N:16][CH:17]=[CH:18][CH:19]=[C:14]3[O:13][CH2:12][CH2:11]2)=[O:8])=[CH:5][N:6]=1.CC1(C)C2C=CC=C(P(C3C=CC=CC=3)C3C=CC=CC=3)C=2OC2C1=CC=CC=2P(C1C=CC=CC=1)C1C=CC=CC=1.[C:75]([O-])([O-:77])=[O:76].[K+].[K+].O. (2) Given the product [Cl:25][C:22]1[S:21][C:20]([C:18]2[O:17][N:16]=[C:15]([CH2:14][N:13]3[C:8]4=[N:9][CH:10]=[CH:11][CH:12]=[C:7]4[N:6]=[C:5]3[C:3]([OH:4])=[O:2])[CH:19]=2)=[CH:24][CH:23]=1, predict the reactants needed to synthesize it. The reactants are: C[O:2][C:3]([C:5]1[N:13]([CH2:14][C:15]2[CH:19]=[C:18]([C:20]3[S:21][C:22]([Cl:25])=[CH:23][CH:24]=3)[O:17][N:16]=2)[C:8]2=[N:9][CH:10]=[CH:11][CH:12]=[C:7]2[N:6]=1)=[O:4].[Li+].[OH-].Cl. (3) Given the product [C:20]([O:19][C:17]([N:15]1[CH2:16][C:7]2([C:6](=[O:24])[CH2:5][C:12](=[O:13])[NH:11][C:8]32[CH2:10][CH2:9]3)[CH2:14]1)=[O:18])([CH3:23])([CH3:21])[CH3:22], predict the reactants needed to synthesize it. The reactants are: COC([CH:5]1[C:12](=[O:13])[NH:11][C:8]2([CH2:10][CH2:9]2)[C:7]2([CH2:16][N:15]([C:17]([O:19][C:20]([CH3:23])([CH3:22])[CH3:21])=[O:18])[CH2:14]2)[C:6]1=[O:24])=O. (4) Given the product [Cl:1][C:2]1[CH:3]=[C:4]2[C:9](=[CH:10][C:11]=1[O:12][C:13]1[CH:18]=[CH:17][C:16]([C:19](=[O:34])[NH:20][C:21]3[CH:25]=[CH:24][N:23]([C:26]4[CH:31]=[CH:30][C:29]([F:32])=[C:28]([F:33])[CH:27]=4)[N:22]=3)=[CH:15][CH:14]=1)[O:8][CH2:7][CH2:6][CH:5]2[C:35]([OH:37])=[O:36], predict the reactants needed to synthesize it. The reactants are: [Cl:1][C:2]1[CH:3]=[C:4]2[C:9](=[CH:10][C:11]=1[O:12][C:13]1[CH:18]=[CH:17][C:16]([C:19](=[O:34])[NH:20][C:21]3[CH:25]=[CH:24][N:23]([C:26]4[CH:31]=[CH:30][C:29]([F:32])=[C:28]([F:33])[CH:27]=4)[N:22]=3)=[CH:15][CH:14]=1)[O:8][CH2:7][CH2:6][CH:5]2[C:35]([O:37]CC)=[O:36].[OH-].[Na+]. (5) Given the product [CH3:1][O:2][C:3]1[O:4][C:5]2[CH:11]=[CH:10][C:9]3[CH:12]=[N:13][N:14]([CH2:15][C@@H:16]([NH2:18])[CH3:17])[C:8]=3[C:6]=2[N:7]=1, predict the reactants needed to synthesize it. The reactants are: [CH3:1][O:2][C:3]1[O:4][C:5]2[CH:11]=[CH:10][C:9]3[CH:12]=[N:13][N:14]([CH2:15][C@@H:16]([NH:18]C(=O)OCC4C=CC=CC=4)[CH3:17])[C:8]=3[C:6]=2[N:7]=1. (6) Given the product [S:19]1[C:20]2[CH:25]=[CH:24][CH:23]=[CH:22][C:21]=2[C:17]([N:11]2[CH2:12][CH2:13][N:14]([C:9](=[S:10])[NH:8][C:5]3[CH:6]=[CH:7][C:2]([Cl:1])=[CH:3][CH:4]=3)[CH2:15][CH2:16]2)=[N:18]1, predict the reactants needed to synthesize it. The reactants are: [Cl:1][C:2]1[CH:7]=[CH:6][C:5]([N:8]=[C:9]=[S:10])=[CH:4][CH:3]=1.[N:11]1([C:17]2[C:21]3[CH:22]=[CH:23][CH:24]=[CH:25][C:20]=3[S:19][N:18]=2)[CH2:16][CH2:15][NH:14][CH2:13][CH2:12]1. (7) Given the product [S:35]([OH:39])([OH:38])(=[O:37])=[O:36].[CH3:1][C:2]1([CH3:34])[CH2:7][CH2:6][C:5]([C:8]2[C:13]([NH:14][C:15]([C:17]3[NH:18][CH:19]=[C:20]([C:22]#[N:23])[N:21]=3)=[O:16])=[CH:12][CH:11]=[C:10]([CH:24]3[CH2:25][C:26]([CH3:33])([CH3:32])[O:27][C:28]([CH3:31])([CH3:30])[CH2:29]3)[N:9]=2)=[CH:4][CH2:3]1, predict the reactants needed to synthesize it. The reactants are: [CH3:1][C:2]1([CH3:34])[CH2:7][CH2:6][C:5]([C:8]2[C:13]([NH:14][C:15]([C:17]3[NH:18][CH:19]=[C:20]([C:22]#[N:23])[N:21]=3)=[O:16])=[CH:12][CH:11]=[C:10]([CH:24]3[CH2:29][C:28]([CH3:31])([CH3:30])[O:27][C:26]([CH3:33])([CH3:32])[CH2:25]3)[N:9]=2)=[CH:4][CH2:3]1.[S:35](=[O:39])(=[O:38])([OH:37])[OH:36]. (8) Given the product [C:1]1([S:7]([N:10]2[C:14]3[N:15]=[CH:16][N:17]=[C:18]([N:24]4[CH2:25][CH2:26][N:21]([C:27]([O:29][C:30]([CH3:33])([CH3:32])[CH3:31])=[O:28])[C@H:22]([CH3:34])[CH2:23]4)[C:13]=3[CH:12]=[C:11]2[I:20])(=[O:9])=[O:8])[CH:6]=[CH:5][CH:4]=[CH:3][CH:2]=1, predict the reactants needed to synthesize it. The reactants are: [C:1]1([S:7]([N:10]2[C:14]3[N:15]=[CH:16][N:17]=[C:18](Cl)[C:13]=3[CH:12]=[C:11]2[I:20])(=[O:9])=[O:8])[CH:6]=[CH:5][CH:4]=[CH:3][CH:2]=1.[N:21]1([C:27]([O:29][C:30]([CH3:33])([CH3:32])[CH3:31])=[O:28])[CH2:26][CH2:25][NH:24][CH2:23][CH2:22]1.[CH3:34]CN(CC)CC. (9) The reactants are: Cl[CH2:2][C:3]1[S:4][CH:5]=[C:6]([C:8]2[CH:13]=[CH:12][CH:11]=[C:10]([C:14]([F:17])([F:16])[F:15])[CH:9]=2)[N:7]=1.[NH:18]([C:20]([O:22][C:23]([CH3:26])([CH3:25])[CH3:24])=[O:21])[NH2:19].C(N(CC)CC)C. Given the product [F:15][C:14]([F:17])([F:16])[C:10]1[CH:9]=[C:8]([C:6]2[N:7]=[C:3]([CH2:2][NH:19][NH:18][C:20]([O:22][C:23]([CH3:26])([CH3:25])[CH3:24])=[O:21])[S:4][CH:5]=2)[CH:13]=[CH:12][CH:11]=1, predict the reactants needed to synthesize it. (10) Given the product [Cl:1][C:2]1[CH:3]=[CH:4][C:5]2[C:10](=[O:11])[N:9]([CH2:12][C:13]([NH:25][C@H:23]([C:20]3[CH:21]=[CH:22][C:17]([CH3:26])=[CH:18][CH:19]=3)[CH3:24])=[O:15])[N:8]=[N:7][C:6]=2[CH:16]=1, predict the reactants needed to synthesize it. The reactants are: [Cl:1][C:2]1[CH:3]=[CH:4][C:5]2[C:10](=[O:11])[N:9]([CH2:12][C:13]([OH:15])=O)[N:8]=[N:7][C:6]=2[CH:16]=1.[C:17]1([CH3:26])[CH:22]=[CH:21][C:20]([C@@H:23]([NH2:25])[CH3:24])=[CH:19][CH:18]=1.